Dataset: Forward reaction prediction with 1.9M reactions from USPTO patents (1976-2016). Task: Predict the product of the given reaction. Given the reactants Cl[C:2]1[CH:7]=[C:6]([O:8][CH2:9][C@H:10]2[CH2:12][C@@H:11]2[C:13]2[CH:18]=[CH:17][C:16]([CH3:19])=[CH:15][N:14]=2)[N:5]=[C:4]([CH3:20])[N:3]=1.[CH3:21][C:22]1[S:26][C:25]([CH2:27][NH:28][C:29](=[O:35])[O:30][C:31]([CH3:34])([CH3:33])[CH3:32])=[N:24][N:23]=1.CC(C)([O-])C.[K+].C(P(C(C)(C)C)C1C=CC=CC=1C1C(C(C)C)=CC(C(C)C)=CC=1C(C)C)(C)(C)C.N#N, predict the reaction product. The product is: [CH3:21][C:22]1[S:26][C:25]([CH2:27][N:28]([C:2]2[CH:7]=[C:6]([O:8][CH2:9][C@H:10]3[CH2:12][C@@H:11]3[C:13]3[CH:18]=[CH:17][C:16]([CH3:19])=[CH:15][N:14]=3)[N:5]=[C:4]([CH3:20])[N:3]=2)[C:29](=[O:35])[O:30][C:31]([CH3:33])([CH3:32])[CH3:34])=[N:24][N:23]=1.